From a dataset of Forward reaction prediction with 1.9M reactions from USPTO patents (1976-2016). Predict the product of the given reaction. (1) Given the reactants ClC1C=C[C:5]([CH2:6][N:7]2[C:16](=[O:17])[C:15]3[C:10](=[CH:11][CH:12]=[CH:13][CH:14]=3)[C:9]([C:18]3[C:26]4[C:21](=[CH:22][CH:23]=[C:24]([F:27])[CH:25]=4)[N:20]([CH2:28][C:29]([OH:31])=[O:30])[C:19]=3[CH3:32])=[N:8]2)=[CH:4]C=1F.BrC1C=C[C:40]([C:43]([F:46])([F:45])[F:44])=[CH:39][CH:38]=1.N1C2C(=CC=CC=2O)C=CC=1.C(=O)([O-])[O-].C(=O)([O-])[O-].[K+].[K+], predict the reaction product. The product is: [F:27][C:24]1[CH:25]=[C:26]2[C:21](=[CH:22][CH:23]=1)[N:20]([CH2:28][C:29]([OH:31])=[O:30])[C:19]([CH3:32])=[C:18]2[C:9]1[C:10]2[C:15](=[CH:14][CH:13]=[CH:12][CH:11]=2)[C:16](=[O:17])[N:7]([C:6]2[CH:5]=[CH:4][C:40]([C:43]([F:46])([F:45])[F:44])=[CH:39][CH:38]=2)[N:8]=1. (2) The product is: [CH3:23][O:22][C:17]1[C:18]([O:20][CH3:21])=[CH:19][C:14]([CH:10]([CH2:11][CH:12]=[CH2:13])[C:9]([OH:33])=[O:8])=[C:15]([S:24]([N:27]2[CH2:28][CH2:29][O:30][CH2:31][CH2:32]2)(=[O:26])=[O:25])[CH:16]=1. Given the reactants C([O:8][C:9](=[O:33])[CH:10]([C:14]1[CH:19]=[C:18]([O:20][CH3:21])[C:17]([O:22][CH3:23])=[CH:16][C:15]=1[S:24]([N:27]1[CH2:32][CH2:31][O:30][CH2:29][CH2:28]1)(=[O:26])=[O:25])[CH2:11][CH:12]=[CH2:13])C1C=CC=CC=1.[OH-].[Na+], predict the reaction product. (3) Given the reactants [CH3:1][C:2]1([CH3:38])[CH2:11][CH2:10][C:9]2[C:8]([N:12]3[CH2:16][CH2:15][CH2:14][CH2:13]3)=[N:7][C:6]3[S:17][C:18]4[C:23]([NH:24][CH2:25][CH2:26][N:27]5[CH2:32][CH2:31][N:30](C(OCC)=O)[CH2:29][CH2:28]5)=[N:22][CH:21]=[N:20][C:19]=4[C:5]=3[C:4]=2[CH2:3]1.[OH-].[K+], predict the reaction product. The product is: [CH3:1][C:2]1([CH3:38])[CH2:11][CH2:10][C:9]2[C:8]([N:12]3[CH2:13][CH2:14][CH2:15][CH2:16]3)=[N:7][C:6]3[S:17][C:18]4[C:19](=[N:20][CH:21]=[N:22][C:23]=4[NH:24][CH2:25][CH2:26][N:27]4[CH2:32][CH2:31][NH:30][CH2:29][CH2:28]4)[C:5]=3[C:4]=2[CH2:3]1. (4) Given the reactants [Br:1][C:2]1[CH:3]=[C:4]([NH:23][CH2:24][C:25]2[CH:30]=CC=[CH:27][N:26]=2)[CH:5]=[C:6]2[C:11]=1[N:10]=[CH:9][C:8]([C:12]#[N:13])=[C:7]2[NH:14][C:15]1[CH:20]=[CH:19][C:18]([F:21])=[C:17]([Cl:22])[CH:16]=1.[CH3:31][N:32]1C=C(C=O)N=C1.[BH3-]C#N.[Na+], predict the reaction product. The product is: [Br:1][C:2]1[CH:3]=[C:4]([NH:23][CH2:24][C:25]2[N:26]=[CH:27][N:32]([CH3:31])[CH:30]=2)[CH:5]=[C:6]2[C:11]=1[N:10]=[CH:9][C:8]([C:12]#[N:13])=[C:7]2[NH:14][C:15]1[CH:20]=[CH:19][C:18]([F:21])=[C:17]([Cl:22])[CH:16]=1. (5) Given the reactants [CH3:1][C:2]1[CH:11]=[CH:10][C:9]2[C:4](=[CH:5][CH:6]=C(N)[CH:8]=2)[N:3]=1.[H-].[Na+].CI.[CH3:17][N:18]([CH:20]=O)[CH3:19], predict the reaction product. The product is: [CH3:1][C:2]1[CH:11]=[CH:10][C:9]2[CH:8]=[C:20]([N:18]([CH3:19])[CH3:17])[CH:6]=[CH:5][C:4]=2[N:3]=1. (6) The product is: [CH2:18]([C@H:17]1[C@H:16]([CH3:22])[O:15][C:14](=[O:23])[C@@H:13]([NH:24][C:25](=[O:31])[O:26][C:27]([CH3:30])([CH3:29])[CH3:28])[CH2:12][CH2:11][CH2:10][C@@H:9]1[OH:8])[CH2:19][CH2:20][CH3:21]. Given the reactants C([O:8][C@@H:9]1[C@@H:17]([CH2:18][CH2:19][CH2:20][CH3:21])[C@H:16]([CH3:22])[O:15][C:14](=[O:23])[C@@H:13]([NH:24][C:25](=[O:31])[O:26][C:27]([CH3:30])([CH3:29])[CH3:28])[CH2:12][CH2:11][CH2:10]1)C1C=CC=CC=1.[H][H], predict the reaction product.